This data is from NCI-60 drug combinations with 297,098 pairs across 59 cell lines. The task is: Regression. Given two drug SMILES strings and cell line genomic features, predict the synergy score measuring deviation from expected non-interaction effect. (1) Drug 1: C1CCC(C1)C(CC#N)N2C=C(C=N2)C3=C4C=CNC4=NC=N3. Drug 2: CCN(CC)CCCC(C)NC1=C2C=C(C=CC2=NC3=C1C=CC(=C3)Cl)OC. Cell line: SF-268. Synergy scores: CSS=26.2, Synergy_ZIP=0.854, Synergy_Bliss=5.92, Synergy_Loewe=-6.28, Synergy_HSA=1.80. (2) Drug 1: CC1C(C(=O)NC(C(=O)N2CCCC2C(=O)N(CC(=O)N(C(C(=O)O1)C(C)C)C)C)C(C)C)NC(=O)C3=C4C(=C(C=C3)C)OC5=C(C(=O)C(=C(C5=N4)C(=O)NC6C(OC(=O)C(N(C(=O)CN(C(=O)C7CCCN7C(=O)C(NC6=O)C(C)C)C)C)C(C)C)C)N)C. Drug 2: CC1C(C(CC(O1)OC2CC(CC3=C2C(=C4C(=C3O)C(=O)C5=C(C4=O)C(=CC=C5)OC)O)(C(=O)CO)O)N)O.Cl. Cell line: TK-10. Synergy scores: CSS=30.4, Synergy_ZIP=2.24, Synergy_Bliss=5.32, Synergy_Loewe=3.78, Synergy_HSA=3.59. (3) Drug 1: C1=CC(=CC=C1CC(C(=O)O)N)N(CCCl)CCCl.Cl. Drug 2: CC1C(C(CC(O1)OC2CC(OC(C2O)C)OC3=CC4=CC5=C(C(=O)C(C(C5)C(C(=O)C(C(C)O)O)OC)OC6CC(C(C(O6)C)O)OC7CC(C(C(O7)C)O)OC8CC(C(C(O8)C)O)(C)O)C(=C4C(=C3C)O)O)O)O. Cell line: NCI-H322M. Synergy scores: CSS=-0.784, Synergy_ZIP=4.87, Synergy_Bliss=3.01, Synergy_Loewe=1.96, Synergy_HSA=-0.909.